This data is from Retrosynthesis with 50K atom-mapped reactions and 10 reaction types from USPTO. The task is: Predict the reactants needed to synthesize the given product. (1) Given the product O=[N+]([O-])c1ccc(N[C@H]2CC[C@H](O)CC2)nc1, predict the reactants needed to synthesize it. The reactants are: N[C@H]1CC[C@H](O)CC1.O=[N+]([O-])c1ccc(Cl)nc1. (2) Given the product CC1CN(C(=O)OCc2ccccc2)C12CCCNC2, predict the reactants needed to synthesize it. The reactants are: CC1CN(C(=O)OCc2ccccc2)C12CCCN(C(=O)OC(C)(C)C)C2. (3) Given the product O=C(Nc1ccc(Oc2ccc(F)cc2)cc1)[C@@H]1C[C@@H](Cc2ccc(F)cc2Cl)CN1C(=O)Cn1nccn1, predict the reactants needed to synthesize it. The reactants are: O=C(Nc1ccc(Oc2ccc(F)cc2)cc1)[C@@H]1C[C@@H](Cc2ccc(F)cc2Cl)CN1.O=C(O)Cn1nccn1. (4) Given the product OCCc1c[nH]c2ccc(Br)cc12, predict the reactants needed to synthesize it. The reactants are: O=C(O)Cc1c[nH]c2ccc(Br)cc12.